Dataset: Forward reaction prediction with 1.9M reactions from USPTO patents (1976-2016). Task: Predict the product of the given reaction. (1) Given the reactants [Cl:1][C:2]1[CH:3]=[C:4]([NH:8][C:9]2[CH:17]=[C:16]([CH:18]([CH3:20])[CH3:19])[C:12]([C:13]([OH:15])=O)=[CH:11][N:10]=2)[CH:5]=[CH:6][CH:7]=1.C([N:23]1[CH2:28]CO[CH2:25][CH2:24]1)C.N1C=CC(NC)=NC=1.O.O[N:39]1[C:43]2C=CC=C[C:42]=2[N:41]=N1.Cl.CN(C)CCCN=C=NCC, predict the reaction product. The product is: [Cl:1][C:2]1[CH:3]=[C:4]([NH:8][C:9]2[CH:17]=[C:16]([CH:18]([CH3:20])[CH3:19])[C:12]([C:13]([NH:41][CH2:42][C:43]3[CH:25]=[CH:24][N:23]=[CH:28][N:39]=3)=[O:15])=[CH:11][N:10]=2)[CH:5]=[CH:6][CH:7]=1. (2) Given the reactants [Br:1][C:2]1[CH:7]=[CH:6][C:5]([C:8]([F:11])([F:10])[F:9])=[CH:4][C:3]=1[C:12]1[CH2:13][CH2:14][N:15]([CH3:18])[CH2:16][CH:17]=1, predict the reaction product. The product is: [Br:1][C:2]1[CH:7]=[CH:6][C:5]([C:8]([F:9])([F:10])[F:11])=[CH:4][C:3]=1[CH:12]1[CH2:13][CH2:14][N:15]([CH3:18])[CH2:16][CH2:17]1.